From a dataset of Full USPTO retrosynthesis dataset with 1.9M reactions from patents (1976-2016). Predict the reactants needed to synthesize the given product. (1) The reactants are: [Br:1][C:2]1[C:3]([NH:9][C@H:10]([CH3:13])[CH2:11][OH:12])=[N:4][C:5](Cl)=[N:6][CH:7]=1.[NH2:14][C:15]1[CH:16]=[C:17]([S:20]([F:23])(=[O:22])=[O:21])[S:18][CH:19]=1.NC1SC(S(F)(=O)=O)=CC=1.Cl. Given the product [Br:1][C:2]1[C:3]([NH:9][CH:10]([CH3:13])[CH2:11][OH:12])=[N:4][C:5]([NH:14][C:15]2[CH:16]=[C:17]([S:20]([F:23])(=[O:22])=[O:21])[S:18][CH:19]=2)=[N:6][CH:7]=1, predict the reactants needed to synthesize it. (2) Given the product [Cl:1][C:2]1[CH:3]=[CH:4][C:5]([C:8]2([CH2:13][O:14][S:28]([CH3:31])(=[O:29])=[O:27])[CH2:12][CH2:11][CH2:10][CH2:9]2)=[CH:6][CH:7]=1, predict the reactants needed to synthesize it. The reactants are: [Cl:1][C:2]1[CH:7]=[CH:6][C:5]([C:8]2([CH2:13][OH:14])[CH2:12][CH2:11][CH2:10][CH2:9]2)=[CH:4][CH:3]=1.C1(C2(C[O:27][S:28]([CH3:31])(=O)=[O:29])CCCC2)C=CC=CC=1. (3) Given the product [CH2:1]([O:8][C:9](=[O:36])[NH:10][CH2:11][CH2:12][CH2:13][CH2:14][CH:15]([NH:27][C:28]([C@@H:30]1[CH2:35][CH2:34][CH2:33][N:32]([C:46](=[O:47])[CH2:45][CH2:44][C:38]2[CH:43]=[CH:42][CH:41]=[CH:40][CH:39]=2)[CH2:31]1)=[O:29])[C:16]([C:18]1[S:19][C:20]2[CH:26]=[CH:25][CH:24]=[CH:23][C:21]=2[N:22]=1)=[O:17])[C:2]1[CH:3]=[CH:4][CH:5]=[CH:6][CH:7]=1, predict the reactants needed to synthesize it. The reactants are: [CH2:1]([O:8][C:9](=[O:36])[NH:10][CH2:11][CH2:12][CH2:13][CH2:14][C@H:15]([NH:27][C:28]([C@@H:30]1[CH2:35][CH2:34][CH2:33][NH:32][CH2:31]1)=[O:29])[C:16]([C:18]1[S:19][C:20]2[CH:26]=[CH:25][CH:24]=[CH:23][C:21]=2[N:22]=1)=[O:17])[C:2]1[CH:7]=[CH:6][CH:5]=[CH:4][CH:3]=1.Cl.[C:38]1([CH2:44][CH2:45][C:46](Cl)=[O:47])[CH:43]=[CH:42][CH:41]=[CH:40][CH:39]=1.